This data is from Full USPTO retrosynthesis dataset with 1.9M reactions from patents (1976-2016). The task is: Predict the reactants needed to synthesize the given product. (1) Given the product [C:1]([O:5][C:6](=[O:19])[N:7]([CH2:8][C:9]1[CH:10]=[CH:11][C:12]([NH2:15])=[CH:13][CH:14]=1)[CH3:18])([CH3:4])([CH3:2])[CH3:3], predict the reactants needed to synthesize it. The reactants are: [C:1]([O:5][C:6](=[O:19])[N:7]([CH3:18])[CH2:8][C:9]1[CH:14]=[CH:13][C:12]([N+:15]([O-])=O)=[CH:11][CH:10]=1)([CH3:4])([CH3:3])[CH3:2].[H][H]. (2) Given the product [N:9]1[C:10]2[C:5](=[CH:4][CH:3]=[C:2]([NH:1][C:18]([C:15]3[CH:16]=[CH:17][C:12]([C:21]4[CH:22]=[CH:23][CH:24]=[CH:25][CH:26]=4)=[CH:13][CH:14]=3)=[O:19])[CH:11]=2)[CH:6]=[CH:7][CH:8]=1, predict the reactants needed to synthesize it. The reactants are: [NH2:1][C:2]1[CH:11]=[C:10]2[C:5]([CH:6]=[CH:7][CH:8]=[N:9]2)=[CH:4][CH:3]=1.[C:12]1([C:21]2[CH:26]=[CH:25][CH:24]=[CH:23][CH:22]=2)[CH:17]=[CH:16][C:15]([C:18](O)=[O:19])=[CH:14][CH:13]=1.Cl.CN(C)CCCN=C=NCC. (3) The reactants are: Cl.[CH:2]([C:5]1[N:10]=[CH:9][C:8]([NH2:11])=[C:7]([NH2:12])[CH:6]=1)([CH3:4])[CH3:3].C[Al](C)C.C1(C)C=CC=CC=1.C[O:25][C:26](=O)[CH2:27][N:28]1[CH:32]=[CH:31][N:30]=[C:29]1[C:33]1[S:34][CH:35]=[CH:36][N:37]=1. Given the product [NH2:12][C:7]1[CH:6]=[C:5]([CH:2]([CH3:4])[CH3:3])[N:10]=[CH:9][C:8]=1[NH:11][C:26](=[O:25])[CH2:27][N:28]1[CH:32]=[CH:31][N:30]=[C:29]1[C:33]1[S:34][CH:35]=[CH:36][N:37]=1, predict the reactants needed to synthesize it. (4) Given the product [Cl:1][C:2]1[N:7]=[C:6]([NH:17][C@@H:16]([C:10]2[CH:15]=[CH:14][CH:13]=[CH:12][CH:11]=2)[CH2:18][OH:19])[C:5]([Cl:9])=[CH:4][N:3]=1, predict the reactants needed to synthesize it. The reactants are: [Cl:1][C:2]1[N:7]=[C:6](Cl)[C:5]([Cl:9])=[CH:4][N:3]=1.[C:10]1([C@@H:16]([CH2:18][OH:19])[NH2:17])[CH:15]=[CH:14][CH:13]=[CH:12][CH:11]=1.CCN(C(C)C)C(C)C.C(Cl)Cl.CO. (5) Given the product [Cl:1][C:2]1[C:3]([NH:9][C:10]2[CH:15]=[C:14]([I:16])[CH:13]=[CH:12][C:11]=2[O:17][CH:18]2[CH2:23][CH2:22][O:21][CH2:20][CH2:19]2)=[N:4][CH:5]=[N:6][CH:7]=1, predict the reactants needed to synthesize it. The reactants are: [Cl:1][C:2]1[C:3]([NH:9][C:10]2[CH:15]=[C:14]([I:16])[CH:13]=[CH:12][C:11]=2[O:17][CH:18]2[CH2:23][CH2:22][O:21][CH2:20][CH2:19]2)=[N:4][C:5](N)=[N:6][CH:7]=1.N(OCCC(C)C)=O. (6) The reactants are: [CH2:1]([N:3]([CH:18]1[CH2:23][CH2:22][N:21]([CH3:24])[CH2:20][CH2:19]1)[C:4]1[C:5]([CH3:17])=[C:6]([CH:10]=[C:11]([C:13]([F:16])([F:15])[F:14])[CH:12]=1)[C:7](O)=[O:8])[CH3:2].Cl.[NH2:26][CH2:27][C:28]1[C:29](=[O:38])[NH:30][C:31]([CH3:37])=[CH:32][C:33]=1[CH2:34][CH2:35][CH3:36].C1CN([P+](ON2N=NC3C=CC=CC2=3)(N2CCCC2)N2CCCC2)CC1.F[P-](F)(F)(F)(F)F.CCN(C(C)C)C(C)C. Given the product [CH2:1]([N:3]([CH:18]1[CH2:19][CH2:20][N:21]([CH3:24])[CH2:22][CH2:23]1)[C:4]1[C:5]([CH3:17])=[C:6]([CH:10]=[C:11]([C:13]([F:15])([F:14])[F:16])[CH:12]=1)[C:7]([NH:26][CH2:27][C:28]1[C:29](=[O:38])[NH:30][C:31]([CH3:37])=[CH:32][C:33]=1[CH2:34][CH2:35][CH3:36])=[O:8])[CH3:2], predict the reactants needed to synthesize it.